The task is: Predict the reaction yield, written as a fraction of the theoretical maximum amount of product (1.0 means a 100% yield; for example, 0.34 means a 34% yield).. This data is from Reaction yield outcomes from USPTO patents with 853,638 reactions. (1) The reactants are [NH2:1][C:2]1[CH:7]=[CH:6][C:5]([C:8]2[CH:13]=[CH:12][CH:11]=[C:10]([Cl:14])[CH:9]=2)=[CH:4][C:3]=1[C:15](=[O:17])[CH3:16].[BH4-].[Na+].C(OCC)(=O)C. The catalyst is CO. The product is [NH2:1][C:2]1[CH:7]=[CH:6][C:5]([C:8]2[CH:13]=[CH:12][CH:11]=[C:10]([Cl:14])[CH:9]=2)=[CH:4][C:3]=1[CH:15]([OH:17])[CH3:16]. The yield is 0.580. (2) The reactants are C[O:2][C:3]([CH2:5][NH:6][C:7]1[N:12]=[CH:11][C:10](/[CH:13]=[CH:14]/[C:15]([N:17]([CH3:29])[CH2:18][C:19]2[C:27]3[C:22](=[CH:23][CH:24]=[CH:25][CH:26]=3)[NH:21][C:20]=2[CH3:28])=[O:16])=[CH:9][CH:8]=1)=O.[CH3:30][NH2:31]. The catalyst is CO. The product is [CH3:29][N:17]([CH2:18][C:19]1[C:27]2[C:22](=[CH:23][CH:24]=[CH:25][CH:26]=2)[NH:21][C:20]=1[CH3:28])[C:15](=[O:16])/[CH:14]=[CH:13]/[C:10]1[CH:11]=[N:12][C:7]([NH:6][CH2:5][C:3]([NH:31][CH3:30])=[O:2])=[CH:8][CH:9]=1. The yield is 1.00. (3) The reactants are [NH2:1][C:2]1[CH:3]=[C:4]([N:8]2[CH:12]=[CH:11][N:10]=[CH:9]2)[CH:5]=[CH:6][CH:7]=1.[CH2:13]([O:15][C:16](=[O:25])[CH2:17][C:18](=O)[CH2:19][CH2:20][CH2:21][CH2:22]Cl)[CH3:14].II.[CH:28]1C=CC=CC=1. No catalyst specified. The product is [CH2:13]([O:15][C:16](=[O:25])[CH:17]=[CH:18][CH:19]1[CH2:20][CH2:21][CH2:22][CH2:28][N:1]1[C:2]1[CH:7]=[CH:6][CH:5]=[C:4]([N:8]2[CH:12]=[CH:11][N:10]=[CH:9]2)[CH:3]=1)[CH3:14]. The yield is 0.0800.